Dataset: TCR-epitope binding with 47,182 pairs between 192 epitopes and 23,139 TCRs. Task: Binary Classification. Given a T-cell receptor sequence (or CDR3 region) and an epitope sequence, predict whether binding occurs between them. (1) The epitope is FVDGVPFVV. The TCR CDR3 sequence is CASSLADRGVDGYTF. Result: 1 (the TCR binds to the epitope). (2) The epitope is NLVPMVATV. The TCR CDR3 sequence is CASSPNLAGVKNIQYF. Result: 1 (the TCR binds to the epitope). (3) The epitope is YLDAYNMMI. The TCR CDR3 sequence is CASSVGTVTGELFF. Result: 1 (the TCR binds to the epitope). (4) The epitope is CINGVCWTV. The TCR CDR3 sequence is CSAWTGSATEAFF. Result: 1 (the TCR binds to the epitope). (5) The epitope is YFPLQSYGF. The TCR CDR3 sequence is CASSFVLAGVGEQYF. Result: 1 (the TCR binds to the epitope). (6) The epitope is RAKFKQLL. The TCR CDR3 sequence is CSARRGGDTQYF. Result: 0 (the TCR does not bind to the epitope). (7) The epitope is LPAADLDDF. The TCR CDR3 sequence is CASSVRSATEAFF. Result: 0 (the TCR does not bind to the epitope). (8) The epitope is RPHERNGFTVL. The TCR CDR3 sequence is CATSSRGGETQYF. Result: 0 (the TCR does not bind to the epitope). (9) The epitope is KPLEFGATSAAL. The TCR CDR3 sequence is CASSQGTSDSSYEQYF. Result: 1 (the TCR binds to the epitope). (10) The epitope is ILHCANFNV. The TCR CDR3 sequence is CASSQVVGVAYNEQFF. Result: 0 (the TCR does not bind to the epitope).